This data is from Forward reaction prediction with 1.9M reactions from USPTO patents (1976-2016). The task is: Predict the product of the given reaction. Given the reactants [CH3:1][C:2]1[NH:3][C:4]2[C:9]([CH:10]=1)=[C:8]([C:11]([F:14])([F:13])[F:12])[C:7]([C:15]#[N:16])=[CH:6][CH:5]=2.Cl[CH2:18][C:19]1[N:20]=[CH:21][S:22][CH:23]=1, predict the reaction product. The product is: [CH3:1][C:2]1[N:3]([CH2:18][C:19]2[N:20]=[CH:21][S:22][CH:23]=2)[C:4]2[C:9]([CH:10]=1)=[C:8]([C:11]([F:12])([F:14])[F:13])[C:7]([C:15]#[N:16])=[CH:6][CH:5]=2.